Dataset: Catalyst prediction with 721,799 reactions and 888 catalyst types from USPTO. Task: Predict which catalyst facilitates the given reaction. (1) Reactant: [NH2:1][C:2]12[CH2:7][C:6]1([CH2:8][OH:9])[CH2:5][N:4]([C:10]1[C:15]([F:16])=[CH:14][N:13]=[C:12]([Cl:17])[N:11]=1)[CH2:3]2.[F:18][C:19]1([F:25])[CH2:21][C@H:20]1[C:22](O)=[O:23].CCN(C(C)C)C(C)C. Product: [Cl:17][C:12]1[N:11]=[C:10]([N:4]2[CH2:5][C@:6]3([CH2:8][OH:9])[C@@:2]([NH:1][C:22]([C@@H:20]4[CH2:21][C:19]4([F:25])[F:18])=[O:23])([CH2:7]3)[CH2:3]2)[C:15]([F:16])=[CH:14][N:13]=1. The catalyst class is: 2. (2) Reactant: [O-][CH2:2]C.[Na+].C(O[CH:8]([C:14]([O:16]CC)=O)[C:9]([O:11][CH2:12][CH3:13])=[O:10])C.Cl.[Cl:20][C:21]1[CH:29]=[CH:28][C:24]([C:25]([NH2:27])=[NH:26])=[CH:23][CH:22]=1. Product: [Cl:20][C:21]1[CH:29]=[CH:28][C:24]([C:25]2[NH:27][C:14](=[O:16])[C:8]([C:9]([O:11][CH2:12][CH3:13])=[O:10])=[CH:2][N:26]=2)=[CH:23][CH:22]=1. The catalyst class is: 8. (3) Reactant: [C:1]([C:3]1[C:8](=[O:9])[N:7]([C:10]2[CH:15]=[CH:14][C:13]([CH3:16])=[C:12]([CH3:17])[CH:11]=2)[C:6]([C:18]2[CH:23]=[CH:22][CH:21]=[CH:20][CH:19]=2)=[N:5][C:4]=1[S:24][CH3:25])#[N:2].[Cl:26][S:27](O)(=[O:29])=[O:28]. Product: [C:1]([C:3]1[C:8](=[O:9])[N:7]([C:10]2[CH:15]=[CH:14][C:13]([CH3:16])=[C:12]([CH3:17])[CH:11]=2)[C:6]([C:18]2[CH:19]=[CH:20][C:21]([S:27]([Cl:26])(=[O:29])=[O:28])=[CH:22][CH:23]=2)=[N:5][C:4]=1[S:24][CH3:25])#[N:2]. The catalyst class is: 5.